This data is from Peptide-MHC class II binding affinity with 134,281 pairs from IEDB. The task is: Regression. Given a peptide amino acid sequence and an MHC pseudo amino acid sequence, predict their binding affinity value. This is MHC class II binding data. The peptide sequence is KYFAATQFEPLAARL. The MHC is HLA-DPA10201-DPB10501 with pseudo-sequence HLA-DPA10201-DPB10501. The binding affinity (normalized) is 0.437.